The task is: Regression. Given a peptide amino acid sequence and an MHC pseudo amino acid sequence, predict their binding affinity value. This is MHC class II binding data.. This data is from Peptide-MHC class II binding affinity with 134,281 pairs from IEDB. (1) The peptide sequence is YFQCFKSILLIMNAN. The MHC is DRB1_0401 with pseudo-sequence DRB1_0401. The binding affinity (normalized) is 0.843. (2) The peptide sequence is PEMPALYEKKLALYL. The MHC is DRB1_1301 with pseudo-sequence DRB1_1301. The binding affinity (normalized) is 0.699. (3) The peptide sequence is LECFVRSTPASFEKK. The MHC is DRB1_0901 with pseudo-sequence DRB1_0901. The binding affinity (normalized) is 0.900. (4) The peptide sequence is SQDLELSWNLNGVQAY. The MHC is HLA-DQA10101-DQB10501 with pseudo-sequence HLA-DQA10101-DQB10501. The binding affinity (normalized) is 0.673. (5) The peptide sequence is PGESRHTSDHMSIYK. The MHC is DRB5_0101 with pseudo-sequence DRB5_0101. The binding affinity (normalized) is 0. (6) The peptide sequence is APQINFFYYLGEPIV. The MHC is DRB1_0701 with pseudo-sequence DRB1_0701. The binding affinity (normalized) is 0.558. (7) The peptide sequence is QELLDIANYLMEQIQ. The MHC is DRB1_0405 with pseudo-sequence DRB1_0405. The binding affinity (normalized) is 0.426.